From a dataset of TCR-epitope binding with 47,182 pairs between 192 epitopes and 23,139 TCRs. Binary Classification. Given a T-cell receptor sequence (or CDR3 region) and an epitope sequence, predict whether binding occurs between them. (1) The epitope is YSEHPTFTSQY. The TCR CDR3 sequence is CASRTTGGNTEAFF. Result: 0 (the TCR does not bind to the epitope). (2) The epitope is GTHWFVTQR. The TCR CDR3 sequence is CASGLANTGELFF. Result: 1 (the TCR binds to the epitope).